Binary Classification. Given a miRNA mature sequence and a target amino acid sequence, predict their likelihood of interaction. From a dataset of Experimentally validated miRNA-target interactions with 360,000+ pairs, plus equal number of negative samples. (1) The miRNA is hsa-miR-889-5p with sequence AAUGGCUGUCCGUAGUAUGGUC. The protein sequence of the target gene is MEDYEQELCGVEDDFHNQFAAELEVLAELEGASTPSPSGVPLFTAGRPPRTFEEALARGDAASSPAPAASVGSSQGGARKRQVDADLQPAGSLPHAPRIKRPRLQVVKRLNFRSEEMEEPPPPDSSPTDITPPPSPEDLAELWGHGVSEAAADVGLTRASPAARNPVLRRPPILEDYVHVTSTEGVRAYLVLRADPMAPGVQGSLLHVPWRGGGQLDLLGVSLASLKKQVDGERRERLLQEAQKLSDTLHSLRSGEEEAAQPLGAPEEEPTDGQDASSHCLWVDEFAPRHYTELLSDDFT.... Result: 0 (no interaction). (2) The miRNA is hsa-miR-376b-5p with sequence CGUGGAUAUUCCUUCUAUGUUU. The protein sequence of the target gene is MPLFLILCLLQGSSFALPQKRPHPRWLWEGSLPSRTHLRAMGTLRPSSPLCWREESSFAAPNSLKGSRLVSGEPGGAVTIQCHYAPSSVNRHQRKYWCRLGPPRWICQTIVSTNQYTHHRYRDRVALTDFPQRGLFVVRLSQLSPDDIGCYLCGIGSENNMLFLSMNLTISAGPASTLPTATPAAGELTMRSYGTASPVANRWTPGTTQTLGQGTAWDTVASTPGTSKTTASAEGRRTPGATRPAAPGTGSWAEGSVKAPAPIPESPPSKSRSMSNTTEGVWEGTRSSVTNRARASKDRR.... Result: 1 (interaction). (3) The miRNA is hsa-miR-7153-5p with sequence UGAGAACUGACAAAUGUGGUAGG. The protein sequence of the target gene is MAKATDVLVFWFACLLLLGPARVAAGLYNLSLTADGPATVGTEVTISASLEVKDNGSLPLPADTHLYRFHWIHTPLTLTAKNEKNLTSTIHVVGGVPGDFPISVWVTAVDCWVCQPLARSTLLLPIKESLVGNIVVTQNTSLSWPNSYITKRSLRLSFLLHDPSDFFKSASFFYRWDFGDGTLLITDNPVVYYNYSSPGTFTVKVRVVAEWEQIKPDTTKGTIQKTGDFSASLDLRESLQGIQILGPTLLQTFQKLTMNLNFFGSPPLHVCWGLKPQCLPLEDRECHAVLVTRTSFNLTH.... Result: 0 (no interaction). (4) The miRNA is hsa-let-7c-3p with sequence CUGUACAACCUUCUAGCUUUCC. The protein sequence of the target gene is MKMKSQATMICCLVFFLSTECSHYRSKIHLKAGDKLQSPEGKPKTGRIQEKCEGPCISSSNCSQPCAKDFHGEIGFTCNQKKWQKSAETCTSLSVEKLFKDSTGASRLSVAAPSIPLHILDFRAPETIESVAQGIRKNCPFDYACITDMVKSSETTSGNIAFIVELLKNISTDLSDNVTREKMKSYSEVANHILDTAAISNWAFIPNKNASSDLLQSVNLFARQLHIHNNSENIVNELFIQTKGFHINHNTSEKSLNFSMSMNNTTEDILGMVQIPRQELRKLWPNASQAISIAFPTLGA.... Result: 0 (no interaction).